Regression. Given a peptide amino acid sequence and an MHC pseudo amino acid sequence, predict their binding affinity value. This is MHC class II binding data. From a dataset of Peptide-MHC class II binding affinity with 134,281 pairs from IEDB. (1) The peptide sequence is EAFQAMPPEELNK. The MHC is DRB1_0101 with pseudo-sequence DRB1_0101. The binding affinity (normalized) is 0.475. (2) The peptide sequence is FHKRDMRLLSLAVSS. The binding affinity (normalized) is 0.581. The MHC is DRB1_0701 with pseudo-sequence DRB1_0701. (3) The peptide sequence is PCREQDELIGRGRVS. The MHC is HLA-DQA10601-DQB10402 with pseudo-sequence HLA-DQA10601-DQB10402. The binding affinity (normalized) is 0. (4) The peptide sequence is GELQIVDKIDAATKI. The binding affinity (normalized) is 0.578. The MHC is DRB4_0101 with pseudo-sequence DRB4_0103. (5) The peptide sequence is AAALHNVKCKTPTQL. The MHC is DRB1_0101 with pseudo-sequence DRB1_0101. The binding affinity (normalized) is 0.